Predict the reaction yield, written as a fraction of the theoretical maximum amount of product (1.0 means a 100% yield; for example, 0.34 means a 34% yield). From a dataset of Reaction yield outcomes from USPTO patents with 853,638 reactions. (1) The reactants are [NH:1]1[CH:5]=[CH:4][N:3]=[C:2]1[C:6]([CH:8]1[C:17]2[C:12](=[CH:13][CH:14]=[CH:15][CH:16]=2)[N:11]([S:18]([C:21]2[CH:26]=[CH:25][C:24]([CH3:27])=[CH:23][CH:22]=2)(=[O:20])=[O:19])[CH2:10][CH2:9]1)=O.[OH-].[Na+].O.NN. The catalyst is C(O)COCCOCCO.C(OCC)(=O)C. The product is [NH:1]1[CH:5]=[CH:4][N:3]=[C:2]1[CH2:6][CH:8]1[C:17]2[C:12](=[CH:13][CH:14]=[CH:15][CH:16]=2)[N:11]([S:18]([C:21]2[CH:26]=[CH:25][C:24]([CH3:27])=[CH:23][CH:22]=2)(=[O:20])=[O:19])[CH2:10][CH2:9]1. The yield is 0.190. (2) The reactants are P(CCCC)(CCCC)CCCC.Br[C:15]1[S:16][CH:17]=[C:18]([C:20]([O:22][CH2:23][CH3:24])=[O:21])[N:19]=1.C([O-])([O-])=O.[K+].[K+].C(=O)([S:33][CH2:34][CH2:35][C@H:36]1[C@@H:40]([O:41][S:42]([CH3:45])(=[O:44])=[O:43])[CH2:39][C@@H:38]([O:46][CH:47]2[CH2:52][CH2:51][CH2:50][CH2:49][O:48]2)[C@@H:37]1[CH2:53][CH2:54][CH2:55][CH2:56][CH2:57][CH2:58][CH2:59][CH3:60])C. The catalyst is C(O)C.O. The product is [CH3:45][S:42]([O:41][C@@H:40]1[C@H:36]([CH2:35][CH2:34][S:33][C:15]2[S:16][CH:17]=[C:18]([C:20]([O:22][CH2:23][CH3:24])=[O:21])[N:19]=2)[C@@H:37]([CH2:53][CH2:54][CH2:55][CH2:56][CH2:57][CH2:58][CH2:59][CH3:60])[C@H:38]([O:46][CH:47]2[CH2:52][CH2:51][CH2:50][CH2:49][O:48]2)[CH2:39]1)(=[O:43])=[O:44]. The yield is 0.180. (3) No catalyst specified. The reactants are [F:1][C:2]1[CH:7]=[CH:6][C:5]([CH2:8][CH2:9][CH2:10][CH2:11][C:12]2[S:13][C:14]3[N:15]=[C:16]([NH2:27])[N:17]=[C:18]([N:21]4[CH2:26][CH2:25][NH:24][CH2:23][CH2:22]4)[C:19]=3[N:20]=2)=[CH:4][CH:3]=1.[CH3:28][O:29][C:30]1[CH:40]=[CH:39][C:33]([O:34][CH2:35][C:36](O)=[O:37])=[CH:32][CH:31]=1. The product is [NH2:27][C:16]1[N:17]=[C:18]([N:21]2[CH2:22][CH2:23][N:24]([C:36](=[O:37])[CH2:35][O:34][C:33]3[CH:39]=[CH:40][C:30]([O:29][CH3:28])=[CH:31][CH:32]=3)[CH2:25][CH2:26]2)[C:19]2[N:20]=[C:12]([CH2:11][CH2:10][CH2:9][CH2:8][C:5]3[CH:6]=[CH:7][C:2]([F:1])=[CH:3][CH:4]=3)[S:13][C:14]=2[N:15]=1. The yield is 0.350. (4) The reactants are [C:1]([N:8]1[CH2:13][CH2:12][C:11]([CH3:19])([C:14]([O:16][CH2:17][CH3:18])=[O:15])[CH2:10][CH2:9]1)(OC(C)(C)C)=O.FC(F)(F)C(O)=O.[Cl:27][C:28]1[CH:29]=[N:30][CH:31]=[C:32]([Cl:35])C=1Cl.C(N(CC)CC)C.C(=O)([O-])O.[Na+]. The catalyst is C(Cl)Cl.CN1C(=O)CCC1.C1(C)C=CC=CC=1. The product is [Cl:27][C:28]1[CH:29]=[N:30][CH:31]=[C:32]([Cl:35])[C:1]=1[N:8]1[CH2:9][CH2:10][C:11]([CH3:19])([C:14]([O:16][CH2:17][CH3:18])=[O:15])[CH2:12][CH2:13]1. The yield is 0.560. (5) The reactants are [CH3:1][O:2][C:3]1[C:8]2[NH:9][C:10]([C:12]3[S:13][CH:14]=[CH:15][CH:16]=3)=[N:11][C:7]=2[C:6]([C:17]([O:19]C)=O)=[CH:5][CH:4]=1. The catalyst is C(CN)O.O. The product is [OH:2][CH2:3][CH2:8][NH:9][C:17]([C:6]1[C:7]2[N:11]=[C:10]([C:12]3[S:13][CH:14]=[CH:15][CH:16]=3)[NH:9][C:8]=2[C:3]([O:2][CH3:1])=[CH:4][CH:5]=1)=[O:19]. The yield is 0.800. (6) The reactants are [N:1]1([C:10]2[S:14][C:13]([C:15]([OH:17])=O)=[C:12]([O:18][CH2:19][C:20]3[CH:25]=[CH:24][CH:23]=[CH:22][C:21]=3[CH3:26])[CH:11]=2)[C:5]2[CH:6]=[CH:7][CH:8]=[CH:9][C:4]=2[N:3]=[CH:2]1.ClC(N(C)C)=C(C)C.[CH:35]([NH2:38])([CH3:37])[CH3:36].C(N(C(C)C)CC)(C)C. The catalyst is ClCCl. The product is [N:1]1([C:10]2[S:14][C:13]([C:15]([NH:38][CH:35]([CH3:37])[CH3:36])=[O:17])=[C:12]([O:18][CH2:19][C:20]3[CH:25]=[CH:24][CH:23]=[CH:22][C:21]=3[CH3:26])[CH:11]=2)[C:5]2[CH:6]=[CH:7][CH:8]=[CH:9][C:4]=2[N:3]=[CH:2]1. The yield is 0.590. (7) The reactants are [Cl:1][C:2]1[CH:3]=[C:4]2[C:8](=[CH:9][CH:10]=1)[N:7]([CH:11]([CH2:15][CH:16]1[CH2:20][CH2:19][CH2:18][CH2:17]1)[C:12]([OH:14])=O)[C:6](=[O:21])[C:5]2=[O:22].C1(CC(N2C3C(=CC(OC(F)(F)F)=CC=3)CC2=O)C([NH:32][C:33]2SC=C[N:37]=2)=O)CCCC1.C([N:56]([CH:59]([CH3:61])C)[CH2:57][CH3:58])(C)C.F[P-](F)(F)(F)(F)F.N1(O[P+](N(C)C)(N(C)C)N(C)C)C2C=CC=C[C:72]=2N=N1.[C:89]([O:92][CH2:93]C)(=[O:91])[CH3:90]. The catalyst is CN(C)C=O. The product is [Cl:1][C:2]1[CH:3]=[C:4]2[C:8](=[CH:9][CH:10]=1)[N:7]([CH:11]([CH2:15][CH:16]1[CH2:17][CH2:18][CH2:19][CH2:20]1)[C:12]([NH:37][C:33]1[CH:61]=[CH:59][N:56]([CH2:57][C@@H:58]3[CH2:93][O:92][C:89]([CH3:72])([CH3:90])[O:91]3)[N:32]=1)=[O:14])[C:6](=[O:21])[C:5]2=[O:22]. The yield is 0.750.